From a dataset of Catalyst prediction with 721,799 reactions and 888 catalyst types from USPTO. Predict which catalyst facilitates the given reaction. (1) Reactant: [CH3:1][N:2]([CH3:27])[C:3]([C:5]1[N:6]([CH3:26])[C:7]2[C:15]([CH:16]=1)=[C:14]1[C:10]([C:11](=[O:18])[NH:12][C:13]1=[O:17])=[C:9]([C:19]1[CH:24]=[CH:23][CH:22]=[CH:21][C:20]=1[Cl:25])[CH:8]=2)=[O:4].[Br:28]Br.N(C(C)(C)C#N)=NC(C)(C)C#N.O. Product: [CH3:1][N:2]([CH3:27])[C:3]([C:5]1[N:6]([CH3:26])[C:7]2[C:15]([C:16]=1[Br:28])=[C:14]1[C:10]([C:11](=[O:18])[NH:12][C:13]1=[O:17])=[C:9]([C:19]1[CH:24]=[CH:23][CH:22]=[CH:21][C:20]=1[Cl:25])[CH:8]=2)=[O:4]. The catalyst class is: 15. (2) Reactant: ClC(Cl)(O[C:5](=[O:11])OC(Cl)(Cl)Cl)Cl.[C:13]([O:17][C:18]([N:20]1[CH2:23][CH:22]([N:24]2[C:28]3[N:29]=[C:30]([C:39]4[CH:44]=[CH:43][C:42]([NH2:45])=[CH:41][CH:40]=4)[N:31]=[C:32]([N:33]4[CH2:38][CH2:37][O:36][CH2:35][CH2:34]4)[C:27]=3[N:26]=[N:25]2)[CH2:21]1)=[O:19])([CH3:16])([CH3:15])[CH3:14].[NH2:46][C:47]1[CH:52]=[CH:51][N:50]=[CH:49][CH:48]=1.CCN(CC)CC. Product: [N:33]1([C:32]2[C:27]3[N:26]=[N:25][N:24]([CH:22]4[CH2:23][N:20]([C:18]([O:17][C:13]([CH3:16])([CH3:14])[CH3:15])=[O:19])[CH2:21]4)[C:28]=3[N:29]=[C:30]([C:39]3[CH:40]=[CH:41][C:42]([NH:45][C:5](=[O:11])[NH:46][C:47]4[CH:52]=[CH:51][N:50]=[CH:49][CH:48]=4)=[CH:43][CH:44]=3)[N:31]=2)[CH2:34][CH2:35][O:36][CH2:37][CH2:38]1. The catalyst class is: 22.